From a dataset of Reaction yield outcomes from USPTO patents with 853,638 reactions. Predict the reaction yield, written as a fraction of the theoretical maximum amount of product (1.0 means a 100% yield; for example, 0.34 means a 34% yield). (1) The reactants are [CH2:1]([OH:6])[CH2:2][CH2:3][CH2:4][CH3:5].[OH-].C([N+](C[CH2:22][CH2:23][CH3:24])(CCCC)CCCC)CCC.[OH-].[Na+].Cl[CH:28]=CC. The catalyst is O. The product is [CH3:28][C:23](=[CH2:22])[CH2:24][O:6][CH2:1][CH2:2][CH2:3][CH2:4][CH3:5]. The yield is 0.680. (2) The reactants are [Br:1]Br.[CH3:3][C:4]1[S:5][CH:6]=[C:7]([C:9]2[CH:14]=[CH:13][C:12]([N+:15]([O-:17])=[O:16])=[CH:11][CH:10]=2)[N:8]=1. The catalyst is C(Cl)(Cl)Cl. The product is [Br:1][C:6]1[S:5][C:4]([CH3:3])=[N:8][C:7]=1[C:9]1[CH:10]=[CH:11][C:12]([N+:15]([O-:17])=[O:16])=[CH:13][CH:14]=1. The yield is 0.600. (3) The reactants are [OH:1][C:2]1[C:7]([CH2:8][CH2:9][CH3:10])=[C:6]([SH:11])[CH:5]=[CH:4][C:3]=1[C:12](=[O:14])[CH3:13].[CH3:15][O:16][C:17](=[O:33])[C:18]1[CH:23]=[CH:22][CH:21]=[C:20]([CH2:24][C:25]2[CH:30]=[CH:29][CH:28]=[C:27]([CH2:31]I)[CH:26]=2)[CH:19]=1.C(=O)([O-])[O-].[Cs+].[Cs+].O. The catalyst is CC(=O)CC. The product is [CH3:15][O:16][C:17](=[O:33])[C:18]1[CH:23]=[CH:22][CH:21]=[C:20]([CH2:24][C:25]2[CH:30]=[CH:29][CH:28]=[C:27]([CH2:31][S:11][C:6]3[CH:5]=[CH:4][C:3]([C:12](=[O:14])[CH3:13])=[C:2]([OH:1])[C:7]=3[CH2:8][CH2:9][CH3:10])[CH:26]=2)[CH:19]=1. The yield is 0.850. (4) The reactants are [OH:1][CH:2]([C:13]1[CH:18]=[CH:17][N:16]=[CH:15][CH:14]=1)[C:3]1[CH:8]=[CH:7][CH:6]=[C:5]([O:9][CH3:10])[C:4]=1[O:11][CH3:12].[H][H]. The catalyst is [Rh].CO. The product is [OH:1][CH:2]([CH:13]1[CH2:14][CH2:15][NH:16][CH2:17][CH2:18]1)[C:3]1[CH:8]=[CH:7][CH:6]=[C:5]([O:9][CH3:10])[C:4]=1[O:11][CH3:12]. The yield is 0.900. (5) The reactants are [Cl:1][C:2]1[CH:3]=[C:4]([C@@H:12]([CH2:22][CH:23]2[CH2:27][CH2:26][CH2:25][C:24]2=[O:28])[C:13]([NH:15][C:16]2[CH:21]=[N:20][CH:19]=[CH:18][N:17]=2)=[O:14])[CH:5]=[CH:6][C:7]=1[S:8]([CH3:11])(=[O:10])=[O:9].[BH4-].[Na+]. The catalyst is C(O)C.O. The product is [Cl:1][C:2]1[CH:3]=[C:4]([C@@H:12]([CH2:22][CH:23]2[CH2:27][CH2:26][CH2:25][CH:24]2[OH:28])[C:13]([NH:15][C:16]2[CH:21]=[N:20][CH:19]=[CH:18][N:17]=2)=[O:14])[CH:5]=[CH:6][C:7]=1[S:8]([CH3:11])(=[O:10])=[O:9]. The yield is 0.755. (6) The reactants are [C:1]1(=[O:11])[O:6][C:4](=O)[C:3]2=[CH:7][CH:8]=[CH:9][CH:10]=[C:2]12.[CH3:12][O:13][C:14]1[CH:21]=[CH:20][C:17]([CH2:18][NH2:19])=[CH:16][CH:15]=1. The catalyst is C(O)(=O)C. The product is [CH3:12][O:13][C:14]1[CH:21]=[CH:20][C:17]([CH2:18][N:19]2[C:1](=[O:11])[C:2]3=[CH:10][CH:9]=[CH:8][CH:7]=[C:3]3[C:4]2=[O:6])=[CH:16][CH:15]=1. The yield is 0.870. (7) The reactants are [CH3:1][O:2][C:3]1[CH:8]=[CH:7][C:6]([C:9]2[CH:14]=[CH:13][N:12]=[C:11]([NH2:15])[C:10]=2[NH2:16])=[CH:5][CH:4]=1.[NH:17]1[CH:21]=[CH:20][CH:19]=[C:18]1[C:22](O)=O. No catalyst specified. The product is [CH3:1][O:2][C:3]1[CH:8]=[CH:7][C:6]([C:9]2[CH:14]=[CH:13][N:12]=[C:11]3[NH:15][C:22]([C:18]4[NH:17][CH:21]=[CH:20][CH:19]=4)=[N:16][C:10]=23)=[CH:5][CH:4]=1. The yield is 0.0450. (8) The reactants are [CH3:1][C:2]1[CH:3]=[C:4]([C:9]2[CH:10]=[N:11][C:12]([NH:15][C:16]([C:18]3[CH:23]=[C:22]([N:24]4[CH2:29][CH2:28][CH2:27][CH2:26][CH2:25]4)[CH:21]=[CH:20][C:19]=3[NH:30][C:31]([C:33]3[CH:34]=[C:35]([CH:47]=[CH:48][CH:49]=3)[CH2:36][S:37][CH2:38][CH2:39][C:40]([O:42]C(C)(C)C)=[O:41])=[O:32])=[O:17])=[N:13][CH:14]=2)[CH:5]=[CH:6][C:7]=1[CH3:8].FC(F)(F)C(O)=O. The catalyst is ClCCl. The product is [CH3:1][C:2]1[CH:3]=[C:4]([C:9]2[CH:10]=[N:11][C:12]([NH:15][C:16]([C:18]3[CH:23]=[C:22]([N:24]4[CH2:25][CH2:26][CH2:27][CH2:28][CH2:29]4)[CH:21]=[CH:20][C:19]=3[NH:30][C:31]([C:33]3[CH:34]=[C:35]([CH:47]=[CH:48][CH:49]=3)[CH2:36][S:37][CH2:38][CH2:39][C:40]([OH:42])=[O:41])=[O:32])=[O:17])=[N:13][CH:14]=2)[CH:5]=[CH:6][C:7]=1[CH3:8]. The yield is 0.0800. (9) The yield is 0.740. The product is [NH2:23][C:17]1[C:18]([NH:22][C:29](=[O:30])[O:31][CH3:32])=[C:19]([NH2:21])[N:20]=[C:15]([C:7]2[N:8]=[C:9]([C:10]3[S:11][CH:12]=[CH:13][N:14]=3)[N:5]([CH2:4][C:3]3[CH:24]=[CH:25][CH:26]=[CH:27][C:2]=3[F:1])[N:6]=2)[N:16]=1. The reactants are [F:1][C:2]1[CH:27]=[CH:26][CH:25]=[CH:24][C:3]=1[CH2:4][N:5]1[C:9]([C:10]2[S:11][CH:12]=[CH:13][N:14]=2)=[N:8][C:7]([C:15]2[N:20]=[C:19]([NH2:21])[C:18]([NH2:22])=[C:17]([NH2:23])[N:16]=2)=[N:6]1.Cl[C:29]([O:31][CH3:32])=[O:30].O. The catalyst is N1C=CC=CC=1.